Dataset: Full USPTO retrosynthesis dataset with 1.9M reactions from patents (1976-2016). Task: Predict the reactants needed to synthesize the given product. (1) Given the product [CH3:36][O:35][C:26]1[CH:25]=[C:24]2[C:29](=[C:28]3[CH2:30][C:31]([CH3:34])([CH3:33])[O:32][C:27]=13)[C:20]([C:16]1[CH:15]=[C:14]([C:11]3[CH:10]=[CH:9][C:8]([C:6]([OH:7])=[O:5])=[CH:13][CH:12]=3)[CH:19]=[CH:18][CH:17]=1)=[N:21][C:22]([CH3:38])([CH3:37])[CH2:23]2, predict the reactants needed to synthesize it. The reactants are: [OH-].[Na+].C([O:5][C:6]([C:8]1[CH:13]=[CH:12][C:11]([C:14]2[CH:19]=[CH:18][CH:17]=[C:16]([C:20]3[C:29]4[C:24](=[CH:25][C:26]([O:35][CH3:36])=[C:27]5[O:32][C:31]([CH3:34])([CH3:33])[CH2:30][C:28]5=4)[CH2:23][C:22]([CH3:38])([CH3:37])[N:21]=3)[CH:15]=2)=[CH:10][CH:9]=1)=[O:7])C.Cl.[Cl-].[Na+]. (2) Given the product [Br:8][C:4]1[CH:5]=[CH:6][CH:7]=[C:2]([CH:17]=[O:18])[N:3]=1, predict the reactants needed to synthesize it. The reactants are: Br[C:2]1[CH:7]=[CH:6][CH:5]=[C:4]([Br:8])[N:3]=1.[Li]CCCC.CN([CH:17]=[O:18])C. (3) The reactants are: [Br:1][C:2]1[N:3]=[C:4]([C:16]2[CH:21]=[CH:20][C:19]([C:22]([F:25])([F:24])[F:23])=[CH:18][CH:17]=2)[N:5]([CH2:8][O:9][CH2:10][CH2:11][Si:12]([CH3:15])([CH3:14])[CH3:13])[C:6]=1Br.[Li]CCCC.[Cl:31][C:32]1[N:37]=[CH:36][CH:35]=[CH:34][N:33]=1. Given the product [Br:1][C:2]1[N:3]=[C:4]([C:16]2[CH:21]=[CH:20][C:19]([C:22]([F:25])([F:24])[F:23])=[CH:18][CH:17]=2)[N:5]([CH2:8][O:9][CH2:10][CH2:11][Si:12]([CH3:15])([CH3:14])[CH3:13])[C:6]=1[CH:36]1[NH:37][C:32]([Cl:31])=[N:33][CH:34]=[CH:35]1, predict the reactants needed to synthesize it. (4) Given the product [Cl:14][C:15]1[C:20]([Cl:21])=[CH:19][CH:18]=[CH:17][C:16]=1[N:22]=[C:23]1[N:10]([CH2:9][CH:2]2[CH2:3][CH2:4][CH2:5][CH2:6][CH2:7][CH2:8]2)[CH2:11][CH2:12][S:24]1, predict the reactants needed to synthesize it. The reactants are: [Cl-].[CH:2]1([CH2:9][NH2+:10][CH2:11][CH2:12]Cl)[CH2:8][CH2:7][CH2:6][CH2:5][CH2:4][CH2:3]1.[Cl:14][C:15]1[C:20]([Cl:21])=[CH:19][CH:18]=[CH:17][C:16]=1[N:22]=[C:23]=[S:24]. (5) Given the product [OH:21][NH:20][C:1](=[NH:2])[C:3]1[CH:8]=[CH:7][C:6]([CH2:9][N:10]2[CH:14]=[CH:13][C:12]([C:15]([O:17][CH2:18][CH3:19])=[O:16])=[N:11]2)=[CH:5][CH:4]=1, predict the reactants needed to synthesize it. The reactants are: [C:1]([C:3]1[CH:8]=[CH:7][C:6]([CH2:9][N:10]2[CH:14]=[CH:13][C:12]([C:15]([O:17][CH2:18][CH3:19])=[O:16])=[N:11]2)=[CH:5][CH:4]=1)#[N:2].[NH2:20][OH:21].Cl.C([O-])(O)=O.[Na+]. (6) Given the product [CH3:26][C@H:27]1[NH:28][C@@H:29]([CH3:33])[CH2:30][N:31]([C:2]2[N:7]3[CH:8]=[C:9]([CH2:11][N:12]4[C@H:25]5[C@H:16]([CH2:17][CH2:18][C:19]6[C:24]5=[N:23][CH:22]=[CH:21][CH:20]=6)[CH2:15][CH2:14][CH2:13]4)[N:10]=[C:6]3[CH:5]=[CH:4][CH:3]=2)[CH2:32]1, predict the reactants needed to synthesize it. The reactants are: F[C:2]1[N:7]2[CH:8]=[C:9]([CH2:11][N:12]3[C@H:25]4[C@H:16]([CH2:17][CH2:18][C:19]5[C:24]4=[N:23][CH:22]=[CH:21][CH:20]=5)[CH2:15][CH2:14][CH2:13]3)[N:10]=[C:6]2[CH:5]=[CH:4][CH:3]=1.[CH3:26][C@@H:27]1[CH2:32][NH:31][CH2:30][C@H:29]([CH3:33])[NH:28]1.